This data is from Forward reaction prediction with 1.9M reactions from USPTO patents (1976-2016). The task is: Predict the product of the given reaction. (1) Given the reactants [CH2:1]([CH:3]([CH2:6][CH2:7][CH2:8][CH3:9])[CH2:4][OH:5])[CH3:2].[C:10](O)(=[O:17])[C:11]1[CH:16]=[CH:15][CH:14]=[CH:13][CH:12]=1, predict the reaction product. The product is: [C:10]([O:5][CH2:4][CH:3]([CH2:1][CH3:2])[CH2:6][CH2:7][CH2:8][CH3:9])(=[O:17])[C:11]1[CH:16]=[CH:15][CH:14]=[CH:13][CH:12]=1. (2) Given the reactants [Cl:1][C:2]1[CH:26]=[CH:25][C:5]([CH2:6][C:7]2[C:20]([OH:21])=[C:19]([C:22]([OH:24])=[O:23])[C:18]3[C:9](=[C:10]4[C:15](=[CH:16][CH:17]=3)[CH2:14][CH2:13][NH:12][CH2:11]4)[N:8]=2)=[CH:4][CH:3]=1.C(O)(=O)C.C(N(CC)CC)C.[O:38]([C:40]#[N:41])[K].N1C=CC=CC=1, predict the reaction product. The product is: [C:40]([N:12]1[CH2:11][C:10]2[C:15](=[CH:16][CH:17]=[C:18]3[C:9]=2[N:8]=[C:7]([CH2:6][C:5]2[CH:4]=[CH:3][C:2]([Cl:1])=[CH:26][CH:25]=2)[C:20]([OH:21])=[C:19]3[C:22]([OH:24])=[O:23])[CH2:14][CH2:13]1)(=[O:38])[NH2:41]. (3) The product is: [CH3:14][N:3]1[C:4]2[C:9](=[CH:8][C:7]([CH:12]=[O:13])=[CH:6][CH:5]=2)[CH2:10][CH2:11][C:2]1=[O:1]. Given the reactants [O:1]=[C:2]1[CH2:11][CH2:10][C:9]2[C:4](=[CH:5][CH:6]=[C:7]([CH:12]=[O:13])[CH:8]=2)[NH:3]1.[C:14](#N)C.C(=O)([O-])[O-].[Cs+].[Cs+].IC, predict the reaction product. (4) Given the reactants [CH3:1][C:2]1[CH:14]=[CH:13][C:12]2[NH:11][C:10]3[CH2:9][CH2:8][N:7]4[CH2:15][CH2:16][CH2:17][CH:6]4[C:5]=3[C:4]=2[CH:3]=1.[H-].[Na+].[CH3:20][C:21]1[CH:26]=[CH:25][C:24]([C:27]2([CH3:30])[CH2:29][O:28]2)=[CH:23][N:22]=1, predict the reaction product. The product is: [CH3:1][C:2]1[CH:14]=[CH:13][C:12]2[N:11]([CH2:30][C:27]([C:24]3[CH:23]=[N:22][C:21]([CH3:20])=[CH:26][CH:25]=3)([OH:28])[CH3:29])[C:10]3[CH2:9][CH2:8][N:7]4[CH2:15][CH2:16][CH2:17][CH:6]4[C:5]=3[C:4]=2[CH:3]=1. (5) Given the reactants [ClH:1].[CH2:2]([C:5]1[N:6]=[C:7]([NH2:10])[NH:8][CH:9]=1)[C:3]#[CH:4].[N:11]([CH2:14][C:15]([CH3:23])=[CH:16][C:17]1[CH:22]=[CH:21][CH:20]=[CH:19][CH:18]=1)=[N+:12]=[N-:13], predict the reaction product. The product is: [ClH:1].[CH3:23][C:15](=[CH:16][C:17]1[CH:22]=[CH:21][CH:20]=[CH:19][CH:18]=1)[CH2:14][N:11]1[CH:4]=[C:3]([CH2:2][C:5]2[N:6]=[C:7]([NH2:10])[NH:8][CH:9]=2)[N:13]=[N:12]1. (6) Given the reactants [F:1][C:2]1[CH:3]=[C:4](B(O)O)[CH:5]=[CH:6][C:7]=1[CH3:8].Cl[C:13]1[C:22]2[C:17](=[CH:18][CH:19]=[CH:20][CH:21]=2)[C:16]([NH:23][C:24]2[CH:29]=[CH:28][C:27]([S:30][C:31]3[CH:36]=[CH:35][N:34]=[C:33]4[CH:37]=[C:38]([Si](C)(C)C)[O:39][C:32]=34)=[CH:26][CH:25]=2)=[N:15][N:14]=1.C(=O)([O-])[O-].[Na+].[Na+].CCCC[N+](CCCC)(CCCC)CCCC.[F-], predict the reaction product. The product is: [F:1][C:2]1[CH:3]=[C:4]([C:13]2[C:22]3[C:17](=[CH:18][CH:19]=[CH:20][CH:21]=3)[C:16]([NH:23][C:24]3[CH:29]=[CH:28][C:27]([S:30][C:31]4[CH:36]=[CH:35][N:34]=[C:33]5[CH:37]=[CH:38][O:39][C:32]=45)=[CH:26][CH:25]=3)=[N:15][N:14]=2)[CH:5]=[CH:6][C:7]=1[CH3:8]. (7) Given the reactants [CH:1]1[C:10]2[C:5](=[CH:6][CH:7]=[CH:8][CH:9]=2)[CH:4]=[C:3]([CH2:11]O)[N:2]=1.S(Cl)([Cl:15])=O, predict the reaction product. The product is: [Cl:15][CH2:11][C:3]1[N:2]=[CH:1][C:10]2[C:5]([CH:4]=1)=[CH:6][CH:7]=[CH:8][CH:9]=2. (8) The product is: [F:17][C:18]1[C:23]([F:24])=[CH:22][CH:21]=[CH:20][C:19]=1[C:25]1[N:33]=[C:28]2[CH:29]=[N:30][N:31]([CH2:11][C:7]3[CH:6]=[C:5]4[C:10](=[CH:9][CH:8]=3)[N:1]=[CH:2][CH:3]=[CH:4]4)[CH:32]=[C:27]2[N:26]=1. Given the reactants [N:1]1[C:10]2[C:5](=[CH:6][C:7]([CH2:11]OS(C)(=O)=O)=[CH:8][CH:9]=2)[CH:4]=[CH:3][CH:2]=1.[F:17][C:18]1[C:23]([F:24])=[CH:22][CH:21]=[CH:20][C:19]=1[C:25]1[N:33]=[C:28]2[CH:29]=[N:30][NH:31][CH:32]=[C:27]2[N:26]=1, predict the reaction product.